From a dataset of Reaction yield outcomes from USPTO patents with 853,638 reactions. Predict the reaction yield, written as a fraction of the theoretical maximum amount of product (1.0 means a 100% yield; for example, 0.34 means a 34% yield). (1) The reactants are [OH:1][C@@H:2]([CH3:7])[CH2:3][C:4]([OH:6])=[O:5].O1[B:13]([C@@H:14]([NH:19][C:20](=[O:33])[CH2:21][NH:22][C:23](=[O:32])[C:24]2[CH:29]=[C:28]([Cl:30])[CH:27]=[CH:26][C:25]=2[Cl:31])[CH2:15][CH:16]([CH3:18])[CH3:17])O[B:13]([C@@H:14]([NH:19][C:20](=[O:33])[CH2:21][NH:22][C:23](=[O:32])[C:24]2[CH:29]=[C:28]([Cl:30])[CH:27]=[CH:26][C:25]=2[Cl:31])[CH2:15][CH:16]([CH3:18])[CH3:17])O[B:13]1[C@@H:14]([NH:19][C:20](=[O:33])[CH2:21][NH:22][C:23](=[O:32])[C:24]1[CH:29]=[C:28]([Cl:30])[CH:27]=[CH:26][C:25]=1[Cl:31])[CH2:15][CH:16]([CH3:18])[CH3:17]. The catalyst is CCOC(C)=O. The product is [Cl:31][C:25]1[CH:26]=[CH:27][C:28]([Cl:30])=[CH:29][C:24]=1[C:23]([NH:22][CH2:21][C:20]([NH:19][C@H:14]([B:13]1[O:1][C@@H:2]([CH3:7])[CH2:3][C:4](=[O:6])[O:5]1)[CH2:15][CH:16]([CH3:18])[CH3:17])=[O:33])=[O:32]. The yield is 0.950. (2) The reactants are [CH2:1]([N:8]([CH2:16][C@H:17]1[CH2:21][CH2:20][C:19](=[O:22])[NH:18]1)[CH2:9][CH2:10]OS(C)(=O)=O)[C:2]1[CH:7]=[CH:6][CH:5]=[CH:4][CH:3]=1.[H-].[Na+]. The catalyst is CC#N. The product is [CH2:1]([N:8]1[CH2:9][CH2:10][N:18]2[C:19](=[O:22])[CH2:20][CH2:21][C@@H:17]2[CH2:16]1)[C:2]1[CH:7]=[CH:6][CH:5]=[CH:4][CH:3]=1. The yield is 0.850. (3) The reactants are [Br:1][C:2]1[CH:9]=[CH:8][C:5]([CH:6]=[O:7])=[C:4]([F:10])[CH:3]=1.[CH2:11]([Mg]Cl)[CH2:12][CH3:13]. The catalyst is O1CCCC1. The product is [Br:1][C:2]1[CH:9]=[CH:8][C:5]([CH:6]([OH:7])[CH2:11][CH2:12][CH3:13])=[C:4]([F:10])[CH:3]=1. The yield is 0.600.